Dataset: Full USPTO retrosynthesis dataset with 1.9M reactions from patents (1976-2016). Task: Predict the reactants needed to synthesize the given product. (1) Given the product [OH:44][CH2:45][C@@H:46]1[CH2:50][CH2:49][CH2:48][N:47]1[CH2:28][CH2:27][N:24]1[CH2:23][CH2:22][C:6]2[N:7]([CH2:11][C:12]3[CH:21]=[CH:20][C:15]([C:16]([O:18][CH3:19])=[O:17])=[CH:14][CH:13]=3)[C:8]3[CH:9]=[CH:10][CH:2]=[CH:3][C:4]=3[C:5]=2[C:25]1=[O:26], predict the reactants needed to synthesize it. The reactants are: F[C:2]1[CH:10]=[CH:9][C:8]2[N:7]([CH2:11][C:12]3[CH:21]=[CH:20][C:15]([C:16]([O:18][CH3:19])=[O:17])=[CH:14][CH:13]=3)[C:6]3[CH2:22][CH2:23][N:24]([CH2:27][CH2:28]O)[C:25](=[O:26])[C:5]=3[C:4]=2[CH:3]=1.CCN(C(C)C)C(C)C.CS(Cl)(=O)=O.[OH:44][CH2:45][C@@H:46]1[CH2:50][CH2:49][CH2:48][NH:47]1. (2) The reactants are: [F:1][C:2]1[C:3]([NH:22][CH:23]2[CH2:28][CH2:27][CH2:26][NH:25][CH2:24]2)=[N:4][C:5]([NH:8][C:9]2[CH:10]=[N:11][C:12]([N:15]3[CH2:20][CH2:19][N:18]([CH3:21])[CH2:17][CH2:16]3)=[CH:13][CH:14]=2)=[N:6][CH:7]=1.C1CCN2C(=NCCC2)CC1.[C:40]([CH2:42][C:43](OCC)=[O:44])#[N:41]. Given the product [F:1][C:2]1[C:3]([NH:22][CH:23]2[CH2:28][CH2:27][CH2:26][N:25]([C:43](=[O:44])[CH2:42][C:40]#[N:41])[CH2:24]2)=[N:4][C:5]([NH:8][C:9]2[CH:10]=[N:11][C:12]([N:15]3[CH2:20][CH2:19][N:18]([CH3:21])[CH2:17][CH2:16]3)=[CH:13][CH:14]=2)=[N:6][CH:7]=1, predict the reactants needed to synthesize it. (3) Given the product [O:33]1[CH:34]=[CH:35][CH:36]=[C:32]1[C:29]1[CH:30]=[CH:31][C:7]([OH:6])=[C:8]([CH:28]=1)[C:9]([NH:11][C:12]1[CH:21]=[C:20]([C:22]2[CH:23]=[CH:24][CH:25]=[CH:26][CH:27]=2)[CH:19]=[CH:18][C:13]=1[C:14]([OH:16])=[O:15])=[O:10], predict the reactants needed to synthesize it. The reactants are: [OH-].[Na+].C([O:6][C:7]1[CH:31]=[CH:30][C:29]([C:32]2[O:33][CH:34]=[CH:35][CH:36]=2)=[CH:28][C:8]=1[C:9]([NH:11][C:12]1[CH:21]=[C:20]([C:22]2[CH:27]=[CH:26][CH:25]=[CH:24][CH:23]=2)[CH:19]=[CH:18][C:13]=1[C:14]([O:16]C)=[O:15])=[O:10])(=O)C.Cl. (4) Given the product [NH2:16][C:2]1[N:10]=[C:9]([O:11][CH2:12][CH2:13][O:14][CH3:15])[N:8]=[C:7]2[C:3]=1[N:4]=[CH:5][N:6]2[CH2:24][CH:25]([OH:23])[CH2:26][O:27][C:28]1[CH:33]=[CH:32][CH:31]=[CH:30][CH:29]=1, predict the reactants needed to synthesize it. The reactants are: N[C:2]1([NH2:16])[N:10]=[C:9]([O:11][CH2:12][CH2:13][O:14][CH3:15])[N:8]=[C:7]2[C:3]1=[N:4][CH:5]=[N:6]2.C([O-])([O-])=O.[K+].[K+].[O:23]1[CH:25]([CH2:26][O:27][C:28]2[CH:33]=[CH:32][CH:31]=[CH:30][CH:29]=2)[CH2:24]1.